This data is from Forward reaction prediction with 1.9M reactions from USPTO patents (1976-2016). The task is: Predict the product of the given reaction. (1) Given the reactants Cl[C:2]1[CH:7]=[CH:6][N:5]=[C:4]2[N:8]([S:11]([C:14]3[CH:19]=[CH:18][C:17]([CH3:20])=[CH:16][CH:15]=3)(=[O:13])=[O:12])[CH:9]=[CH:10][C:3]=12.[CH3:21][N:22](C)C(=O)C, predict the reaction product. The product is: [C:21]([C:2]1[CH:7]=[CH:6][N:5]=[C:4]2[N:8]([S:11]([C:14]3[CH:19]=[CH:18][C:17]([CH3:20])=[CH:16][CH:15]=3)(=[O:13])=[O:12])[CH:9]=[CH:10][C:3]=12)#[N:22]. (2) Given the reactants [CH:1]1([N:4]([CH2:12][CH2:13][CH2:14]O)[C:5](=[O:11])[O:6][C:7]([CH3:10])([CH3:9])[CH3:8])[CH2:3][CH2:2]1.C1(P(C2C=CC=CC=2)C2C=CC=CC=2)C=CC=CC=1.O1CCCC1.C(Br)(Br)(Br)[Br:41], predict the reaction product. The product is: [Br:41][CH2:14][CH2:13][CH2:12][N:4]([CH:1]1[CH2:3][CH2:2]1)[C:5](=[O:11])[O:6][C:7]([CH3:10])([CH3:9])[CH3:8].